From a dataset of Full USPTO retrosynthesis dataset with 1.9M reactions from patents (1976-2016). Predict the reactants needed to synthesize the given product. (1) Given the product [CH3:11][O:12][CH2:13][O:14][C:15]1[CH:20]=[C:19]([O:21][CH2:22][O:23][CH3:24])[CH:18]=[CH:17][C:16]=1[CH:25]1[CH2:30][CH2:29][CH2:28][C:27](=[N:2][OH:3])[CH2:26]1, predict the reactants needed to synthesize it. The reactants are: Cl.[NH2:2][OH:3].C(N(CC)CC)C.[CH3:11][O:12][CH2:13][O:14][C:15]1[CH:20]=[C:19]([O:21][CH2:22][O:23][CH3:24])[CH:18]=[CH:17][C:16]=1[CH:25]1[CH2:30][CH2:29][CH2:28][C:27](=O)[CH2:26]1. (2) Given the product [Cl:30][C:31]1[C:32]([C:58]([F:60])([F:61])[F:59])=[CH:33][C:34]([N:37]2[CH2:38][CH2:39][CH:40]([CH2:43][O:44][C:45]3[C:53]([CH:54]4[CH2:56][CH2:55]4)=[CH:52][C:48]([C:49]([NH:68][S:65]([CH3:62])(=[O:67])=[O:66])=[O:50])=[C:47]([F:57])[CH:46]=3)[CH2:41][CH2:42]2)=[N:35][CH:36]=1, predict the reactants needed to synthesize it. The reactants are: C1(C2C(CN3CCC[C@H](OC4C=C(Cl)C=C(Cl)C=4)C3)=CC(F)=C(C=2)C(O)=O)CC1.[Cl:30][C:31]1[C:32]([C:58]([F:61])([F:60])[F:59])=[CH:33][C:34]([N:37]2[CH2:42][CH2:41][CH:40]([CH2:43][O:44][C:45]3[C:53]([CH:54]4[CH2:56][CH2:55]4)=[CH:52][C:48]([C:49](O)=[O:50])=[C:47]([F:57])[CH:46]=3)[CH2:39][CH2:38]2)=[N:35][CH:36]=1.[CH:62]1([S:65]([NH2:68])(=[O:67])=[O:66])CC1.CS(N)(=O)=O. (3) Given the product [Cl:1][C:2]1[CH:3]=[C:4]([CH:8]2[C:16]3[C:11](=[CH:12][CH:13]=[CH:14][CH:15]=3)[NH:10][CH2:9]2)[CH:5]=[CH:6][CH:7]=1, predict the reactants needed to synthesize it. The reactants are: [Cl:1][C:2]1[CH:3]=[C:4]([C:8]2[C:16]3[C:11](=[CH:12][CH:13]=[CH:14][CH:15]=3)[NH:10][CH:9]=2)[CH:5]=[CH:6][CH:7]=1.C(O)(C(F)(F)F)=O. (4) The reactants are: [Cl-].[Cl-].[C:3]([C:6]1[CH:7]=[CH:8][C:9]2[C:10]([CH:30]3[CH2:35][CH2:34][CH2:33][CH2:32][CH2:31]3)=[C:11]3[C:18]4[CH:19]=[CH:20][CH:21]=[CH:22][C:17]=4[CH2:16][NH+:15]([CH2:23][CH2:24][NH+:25]([CH3:27])[CH3:26])[CH2:14][CH2:13][N:12]3[C:28]=2[CH:29]=1)(O)=[O:4].[N:36]1([S:42]([NH2:45])(=[O:44])=[O:43])[CH2:41][CH2:40][O:39][CH2:38][CH2:37]1.CCN=C=NCCCN(C)C. Given the product [CH:30]1([C:10]2[C:9]3[CH:8]=[CH:7][C:6]([C:3]([NH:45][S:42]([N:36]4[CH2:41][CH2:40][O:39][CH2:38][CH2:37]4)(=[O:44])=[O:43])=[O:4])=[CH:29][C:28]=3[N:12]3[CH2:13][CH2:14][N:15]([CH2:23][CH2:24][N:25]([CH3:26])[CH3:27])[CH2:16][C:17]4[CH:22]=[CH:21][CH:20]=[CH:19][C:18]=4[C:11]=23)[CH2:35][CH2:34][CH2:33][CH2:32][CH2:31]1, predict the reactants needed to synthesize it.